From a dataset of Forward reaction prediction with 1.9M reactions from USPTO patents (1976-2016). Predict the product of the given reaction. (1) The product is: [CH3:34][N:7]([CH3:6])[C:8]([C:10]1[C:22]2[CH2:23][CH2:24][CH:25]([C:26]3[CH:27]=[CH:28][CH:29]=[CH:30][CH:31]=3)[O:33][C:21]=2[C:13]2[N:14]=[C:15]([CH:18]3[CH2:20][CH2:19]3)[N:16]([CH3:17])[C:12]=2[CH:11]=1)=[O:9]. Given the reactants P(=O)(O)(O)O.[CH3:6][N:7]([CH3:34])[C:8]([C:10]1[C:22]([CH2:23][CH2:24][CH:25](O)[C:26]2[CH:31]=[CH:30][CH:29]=[CH:28][CH:27]=2)=[C:21]([OH:33])[C:13]2[N:14]=[C:15]([CH:18]3[CH2:20][CH2:19]3)[N:16]([CH3:17])[C:12]=2[CH:11]=1)=[O:9].[OH-].[Na+], predict the reaction product. (2) Given the reactants [C:1]([NH:4][C:5]1[S:6][C:7]([C:11]2[S:15][C:14]([S:16](Cl)(=[O:18])=[O:17])=[CH:13][CH:12]=2)=[C:8]([CH3:10])[N:9]=1)(=[O:3])[CH3:2].[O:20]1[C:24]2([CH2:29][CH2:28][NH:27][CH2:26][CH2:25]2)[O:23][CH2:22][CH2:21]1.CCN(C(C)C)C(C)C, predict the reaction product. The product is: [O:20]1[C:24]2([CH2:29][CH2:28][N:27]([S:16]([C:14]3[S:15][C:11]([C:7]4[S:6][C:5]([NH:4][C:1](=[O:3])[CH3:2])=[N:9][C:8]=4[CH3:10])=[CH:12][CH:13]=3)(=[O:18])=[O:17])[CH2:26][CH2:25]2)[O:23][CH2:22][CH2:21]1. (3) The product is: [CH3:8][NH:7][C:5]([C:4]1[CH:9]=[CH:10][C:11]2[N:12]([CH3:29])[C:13]([NH:14][C:15]3[S:16][C:17]4[CH:23]=[C:22]([O:24][C:25]([F:28])([F:26])[F:27])[CH:21]=[CH:20][C:18]=4[N:19]=3)=[N:1][C:2]=2[CH:3]=1)=[O:6]. Given the reactants [NH2:1][C:2]1[CH:3]=[C:4]([CH:9]=[CH:10][C:11]=1[NH:12][CH3:13])[C:5]([NH:7][CH3:8])=[O:6].[NH2:14][C:15]1[S:16][C:17]2[CH:23]=[C:22]([O:24][C:25]([F:28])([F:27])[F:26])[CH:21]=[CH:20][C:18]=2[N:19]=1.[C:29](N1C=CN=C1)(N1C=CN=C1)=S, predict the reaction product. (4) Given the reactants [F:1][C:2]1[CH:3]=[C:4]([NH:28][C:29]([NH:31][C:32]2[CH:37]=[CH:36][CH:35]=[CH:34][N:33]=2)=[O:30])[CH:5]=[CH:6][C:7]=1[O:8][C:9]1[CH:14]=[CH:13][N:12]=[C:11]2[N:15](CC3C=CC(OC)=CC=3)[N:16]=[C:17]([CH3:18])[C:10]=12.FC(F)(F)C(O)=O, predict the reaction product. The product is: [F:1][C:2]1[CH:3]=[C:4]([NH:28][C:29]([NH:31][C:32]2[CH:37]=[CH:36][CH:35]=[CH:34][N:33]=2)=[O:30])[CH:5]=[CH:6][C:7]=1[O:8][C:9]1[CH:14]=[CH:13][N:12]=[C:11]2[NH:15][N:16]=[C:17]([CH3:18])[C:10]=12. (5) Given the reactants [OH:1][CH2:2][C:3]1([C:6]2[C:11](OCOC)=[CH:10][CH:9]=[C:8]([CH3:16])[C:7]=2O)[CH2:5][CH2:4]1.O1CCCC1.C1C=CC(P(C2C=CC=CC=2)C2C=CC=CC=2)=CC=1.C[CH:43]([O:45][C:46](/N=N/[C:46]([O:45][CH:43](C)C)=[O:47])=[O:47])C, predict the reaction product. The product is: [CH3:43][O:45][CH2:46][O:47][CH:5]1[CH2:4][C:3]21[C:6]1[CH:11]=[CH:10][CH:9]=[C:8]([CH3:16])[C:7]=1[O:1][CH2:2]2. (6) Given the reactants [CH2:1]([C:3]1[N:13]([CH2:14][C:15]2[CH:20]=[CH:19][C:18]([CH2:21][C:22]#[C:23]O)=[CH:17][CH:16]=2)[C:6]2=[N:7][C:8]([CH3:12])=[CH:9][C:10]([CH3:11])=[C:5]2[N:4]=1)[CH3:2].S(Cl)(C)(=O)=O.C(N(C(C)C)CC)(C)C.[CH:39]([N:42]1[CH2:47][CH2:46][NH:45][CH2:44][CH2:43]1)([CH3:41])[CH3:40], predict the reaction product. The product is: [CH2:1]([C:3]1[N:13]([CH2:14][C:15]2[CH:20]=[CH:19][C:18]([C:21]#[C:22][CH2:23][N:45]3[CH2:46][CH2:47][N:42]([CH:39]([CH3:41])[CH3:40])[CH2:43][CH2:44]3)=[CH:17][CH:16]=2)[C:6]2=[N:7][C:8]([CH3:12])=[CH:9][C:10]([CH3:11])=[C:5]2[N:4]=1)[CH3:2]. (7) Given the reactants [OH-:1].[Ca+2:2].[OH-:3].[S:4](=[O:6])=[O:5], predict the reaction product. The product is: [S:4]([O-:1])([O-:6])=[O:5].[Ca+2:2].[S:4]([O-:3])([O-:1])(=[O:6])=[O:5].[Ca+2:2].